From a dataset of Full USPTO retrosynthesis dataset with 1.9M reactions from patents (1976-2016). Predict the reactants needed to synthesize the given product. (1) Given the product [CH3:14][C:15]1[C:22]([C:23]2[S:25][C:2]([C:8]3[CH:13]=[CH:12][CH:11]=[CH:10][CH:9]=3)=[C:3]([C:4]([OH:6])=[O:5])[N:24]=2)=[C:18]2[S:19][CH:20]=[CH:21][N:17]2[N:16]=1, predict the reactants needed to synthesize it. The reactants are: Br[CH:2]([C:8]1[CH:13]=[CH:12][CH:11]=[CH:10][CH:9]=1)[C:3](=O)[C:4]([OH:6])=[O:5].[CH3:14][C:15]1[C:22]([C:23](=[S:25])[NH2:24])=[C:18]2[S:19][CH:20]=[CH:21][N:17]2[N:16]=1. (2) The reactants are: Cl[C:2]1[C:3]2[CH:10]=[C:9]([C:11]3[CH:16]=[CH:15][CH:14]=[CH:13][CH:12]=3)[S:8][C:4]=2[N:5]=[CH:6][N:7]=1.CCN(C(C)C)C(C)C.Cl.[NH2:27][CH2:28][CH2:29][CH2:30][CH2:31][CH2:32][C:33]([O:35][CH3:36])=[O:34].O. Given the product [C:11]1([C:9]2[S:8][C:4]3[N:5]=[CH:6][N:7]=[C:2]([NH:27][CH2:28][CH2:29][CH2:30][CH2:31][CH2:32][C:33]([O:35][CH3:36])=[O:34])[C:3]=3[CH:10]=2)[CH:16]=[CH:15][CH:14]=[CH:13][CH:12]=1, predict the reactants needed to synthesize it.